From a dataset of Forward reaction prediction with 1.9M reactions from USPTO patents (1976-2016). Predict the product of the given reaction. (1) Given the reactants C([C:8]1[NH:9][CH:10]=[CH:11][N:12]=1)([C:8]1[NH:9][CH:10]=[CH:11][N:12]=1)=O.[CH3:13][C:14]1[N:15]=[C:16]([NH2:29])[S:17][C:18]=1[C:19]1[CH:24]=[CH:23][N:22]=[C:21]([C:25]2([CH3:28])[CH2:27][CH2:26]2)[N:20]=1.C(N(CC)CC)C.CN([CH:40]=[O:41])C, predict the reaction product. The product is: [CH3:13][C:14]1[N:15]=[C:16]([NH:29][C:40]([N:9]2[CH:10]=[CH:11][N:12]=[CH:8]2)=[O:41])[S:17][C:18]=1[C:19]1[CH:24]=[CH:23][N:22]=[C:21]([C:25]2([CH3:28])[CH2:27][CH2:26]2)[N:20]=1. (2) The product is: [CH3:17][N:18]([CH3:19])[CH2:7][C:6]1[CH:9]=[CH:10][C:11]([C:12]2[S:13][CH:14]=[CH:15][CH:16]=2)=[C:4]([N+:1]([O-:3])=[O:2])[CH:5]=1. Given the reactants [N+:1]([C:4]1[CH:5]=[C:6]([CH:9]=[CH:10][C:11]=1[C:12]1[S:13][CH:14]=[CH:15][CH:16]=1)[CH:7]=O)([O-:3])=[O:2].[CH3:17][NH:18][CH3:19].C1COCC1.C(O[BH-](OC(=O)C)OC(=O)C)(=O)C.[Na+].C(=O)([O-])O.[Na+], predict the reaction product. (3) Given the reactants ClC1CCC2C(=CC(OC)=CC=2)C1.C(OC(=O)C)C.[CH2:20]([O:22][C:23](=[O:38])[CH2:24][C:25]1[C:34]2[C:29](=[CH:30][CH:31]=[C:32]([O:35][CH3:36])[CH:33]=2)[CH2:28][CH2:27][C:26]=1[Cl:37])[CH3:21].ClC1C(=O)C(C#N)=C(C#N)C(=O)C=1Cl, predict the reaction product. The product is: [CH2:20]([O:22][C:23](=[O:38])[CH2:24][C:25]1[C:34]2[C:29](=[CH:30][CH:31]=[C:32]([O:35][CH3:36])[CH:33]=2)[CH:28]=[CH:27][C:26]=1[Cl:37])[CH3:21].